This data is from Full USPTO retrosynthesis dataset with 1.9M reactions from patents (1976-2016). The task is: Predict the reactants needed to synthesize the given product. (1) Given the product [CH2:1]([N:8]1[C:13](=[O:14])[CH:12]=[CH:11][C:10]([NH:26][C:21]2[CH:20]=[CH:19][C:18]([O:17][CH3:16])=[C:23]([O:24][CH3:25])[N:22]=2)=[N:9]1)[C:2]1[CH:7]=[CH:6][CH:5]=[CH:4][CH:3]=1, predict the reactants needed to synthesize it. The reactants are: [CH2:1]([N:8]1[C:13](=[O:14])[CH:12]=[CH:11][C:10](Cl)=[N:9]1)[C:2]1[CH:7]=[CH:6][CH:5]=[CH:4][CH:3]=1.[CH3:16][O:17][C:18]1[CH:19]=[CH:20][C:21]([NH2:26])=[N:22][C:23]=1[O:24][CH3:25].C1C=CC(P(C2C(C3C(P(C4C=CC=CC=4)C4C=CC=CC=4)=CC=C4C=3C=CC=C4)=C3C(C=CC=C3)=CC=2)C2C=CC=CC=2)=CC=1.CC(C)([O-])C.[Na+]. (2) The reactants are: [Cl:1][C:2]1[N:11]=[CH:10][CH:9]=[CH:8][C:3]=1[C:4](OC)=[O:5].C1COCC1.C(O)C.[BH4-].[Na+]. Given the product [Cl:1][C:2]1[C:3]([CH2:4][OH:5])=[CH:8][CH:9]=[CH:10][N:11]=1, predict the reactants needed to synthesize it. (3) Given the product [CH3:1][O:2][C:3]1[CH:4]=[C:5]2[C:10](=[CH:11][C:12]=1[O:13][CH3:14])[N:9]=[CH:8][CH:7]=[C:6]2[O:15][C:16]1[CH:22]=[CH:21][C:19]([NH:20][C:43](=[O:49])[O:42][CH2:40][C:55]2[CH:58]=[CH:59][C:52]([F:51])=[CH:53][CH:54]=2)=[C:18]([CH3:23])[C:17]=1[CH3:24], predict the reactants needed to synthesize it. The reactants are: [CH3:1][O:2][C:3]1[CH:4]=[C:5]2[C:10](=[CH:11][C:12]=1[O:13][CH3:14])[N:9]=[CH:8][CH:7]=[C:6]2[O:15][C:16]1[CH:22]=[CH:21][C:19]([NH2:20])=[C:18]([CH3:23])[C:17]=1[CH3:24].C1(C)C=CC=CC=1.C(N(CC)CC)C.Cl[C:40](Cl)([O:42][C:43](=[O:49])OC(Cl)(Cl)Cl)Cl.[F:51][C:52]1[CH:59]=[CH:58][C:55](CO)=[CH:54][CH:53]=1. (4) Given the product [OH:4][CH2:3][CH:2]([NH:1][S:17]([C:13]1[S:12][C:11]([NH:10][C:7](=[O:9])[CH3:8])=[N:15][C:14]=1[CH3:16])(=[O:18])=[O:19])[CH2:5][OH:6], predict the reactants needed to synthesize it. The reactants are: [NH2:1][CH:2]([CH2:5][OH:6])[CH2:3][OH:4].[C:7]([NH:10][C:11]1[S:12][C:13]([S:17](Cl)(=[O:19])=[O:18])=[C:14]([CH3:16])[N:15]=1)(=[O:9])[CH3:8].C(N(CC)CC)C.